Dataset: Full USPTO retrosynthesis dataset with 1.9M reactions from patents (1976-2016). Task: Predict the reactants needed to synthesize the given product. (1) Given the product [OH:13][CH:14]([C:6]1[C:5]2[S:1][CH:2]=[CH:3][C:4]=2[C:9]([OH:10])=[CH:8][CH:7]=1)[C:15]([OH:17])=[O:16], predict the reactants needed to synthesize it. The reactants are: [S:1]1[C:5]2=[CH:6][CH:7]=[CH:8][C:9]([OH:10])=[C:4]2[CH:3]=[CH:2]1.[OH-].[K+].[O:13]=[CH:14][C:15]([OH:17])=[O:16].Cl.C(N(CCCC)CCCC)CCC. (2) Given the product [OH:4][CH2:5][C:6]1[C:7]([N:36]2[CH2:48][CH2:47][N:39]3[C:40]4[CH2:41][CH2:42][CH2:43][CH2:44][C:45]=4[CH:46]=[C:38]3[C:37]2=[O:49])=[N:8][CH:9]=[CH:10][C:11]=1[C:12]1[CH:17]=[C:16]([NH:18][C:19]2[N:20]=[CH:21][N:22]([CH:24]3[CH2:29][CH2:28][N:27]([CH:30]4[CH2:33][O:32][CH2:31]4)[CH2:26][CH2:25]3)[CH:23]=2)[C:15](=[O:34])[N:14]([CH3:35])[CH:13]=1, predict the reactants needed to synthesize it. The reactants are: C([O:4][CH2:5][C:6]1[C:7]([N:36]2[CH2:48][CH2:47][N:39]3[C:40]4[CH2:41][CH2:42][CH2:43][CH2:44][C:45]=4[CH:46]=[C:38]3[C:37]2=[O:49])=[N:8][CH:9]=[CH:10][C:11]=1[C:12]1[CH:17]=[C:16]([NH:18][C:19]2[N:20]=[CH:21][N:22]([CH:24]3[CH2:29][CH2:28][N:27]([CH:30]4[CH2:33][O:32][CH2:31]4)[CH2:26][CH2:25]3)[CH:23]=2)[C:15](=[O:34])[N:14]([CH3:35])[CH:13]=1)(=O)C.[OH-].[Li+]. (3) Given the product [CH2:1]([N:5]1[N:6]([CH3:29])[C:7]([C:24]([CH3:26])([CH3:25])[CH3:27])=[CH:8]/[C:9]/1=[N:10]\[C:11](=[O:23])[C:12]1[CH:17]=[C:16]([C:18]([F:19])([F:21])[F:20])[CH:15]=[CH:14][C:13]=1[F:22])[CH2:2][CH2:3][CH3:4], predict the reactants needed to synthesize it. The reactants are: [CH2:1]([N:5]1[C:9]([NH:10][C:11](=[O:23])[C:12]2[CH:17]=[C:16]([C:18]([F:21])([F:20])[F:19])[CH:15]=[CH:14][C:13]=2[F:22])=[CH:8][C:7]([C:24]([CH3:27])([CH3:26])[CH3:25])=[N:6]1)[CH2:2][CH2:3][CH3:4].F[C:29](F)(F)S(OC)(=O)=O.[NH4+].[OH-]. (4) Given the product [NH2:1][C:2]1[C:3]([C:4]#[N:5])=[C:6]([F:10])[C:7]([Br:11])=[CH:8][CH:9]=1, predict the reactants needed to synthesize it. The reactants are: [NH2:1][C:2]1[CH:9]=[CH:8][CH:7]=[C:6]([F:10])[C:3]=1[C:4]#[N:5].[Br:11]N1C(=O)CCC1=O.